This data is from Reaction yield outcomes from USPTO patents with 853,638 reactions. The task is: Predict the reaction yield, written as a fraction of the theoretical maximum amount of product (1.0 means a 100% yield; for example, 0.34 means a 34% yield). (1) The reactants are [CH3:1]C(O)C.[H-].[Na+].[Na].[C:8]([O:12][C:13]([NH:15][C@H:16]([C:20]([OH:22])=[O:21])[C@@H:17]([CH3:19])[OH:18])=[O:14])([CH3:11])([CH3:10])[CH3:9]. The catalyst is O1CCCC1. The product is [C:8]([O:12][C:13]([NH:15][C@H:16]([C:20]([OH:22])=[O:21])[C@@H:17]([CH3:19])[O:18][CH3:1])=[O:14])([CH3:9])([CH3:10])[CH3:11]. The yield is 0.130. (2) The reactants are C1COCC1.[CH3:6][O:7][C:8]1[CH:13]=[CH:12][C:11]([Mg]Br)=[CH:10][CH:9]=1.Cl[C:17]1[CH:22]=[CH:21][C:20]([F:23])=[CH:19][CH:18]=1.C1(C)C=CC=CC=1. The catalyst is CCCCCC. The product is [F:23][C:20]1[CH:21]=[CH:22][C:17]([C:11]2[CH:12]=[CH:13][C:8]([O:7][CH3:6])=[CH:9][CH:10]=2)=[CH:18][CH:19]=1. The yield is 0.910. (3) The reactants are [F:1][C:2]1[CH:7]=[CH:6][C:5]([CH2:8][CH2:9][N:10]2[CH2:15][CH2:14][CH:13]([C:16]([C:18]3[CH:23]=[CH:22][CH:21]=[C:20]([O:24][Si](C(C)C)(C(C)C)C(C)C)[C:19]=3[O:35][CH3:36])=[O:17])[CH2:12][CH2:11]2)=[CH:4][CH:3]=1.[F-].C([N+](CCCC)(CCCC)CCCC)CCC. The catalyst is C1COCC1.[Cl-].[Na+].O. The product is [F:1][C:2]1[CH:7]=[CH:6][C:5]([CH2:8][CH2:9][N:10]2[CH2:11][CH2:12][CH:13]([C:16]([C:18]3[CH:23]=[CH:22][CH:21]=[C:20]([OH:24])[C:19]=3[O:35][CH3:36])=[O:17])[CH2:14][CH2:15]2)=[CH:4][CH:3]=1. The yield is 0.830. (4) The reactants are FC(F)(F)S(OS(C(F)(F)F)(=O)=O)(=O)=O.CN(C)[C:18](=[O:21])[CH:19]=[CH2:20].[NH:23]1[C:31]2[C:26](=[CH:27][CH:28]=[CH:29][CH:30]=2)[CH2:25][CH2:24]1. The catalyst is ClC(Cl)C. The product is [CH2:25]1[C:26]2=[C:31]3[C:30](=[CH:29][CH:28]=[CH:27]2)[C:18](=[O:21])[CH2:19][CH2:20][N:23]3[CH2:24]1. The yield is 0.310.